Task: Regression. Given a peptide amino acid sequence and an MHC pseudo amino acid sequence, predict their binding affinity value. This is MHC class I binding data.. Dataset: Peptide-MHC class I binding affinity with 185,985 pairs from IEDB/IMGT The peptide sequence is NHYLCLNCL. The MHC is HLA-B46:01 with pseudo-sequence HLA-B46:01. The binding affinity (normalized) is 0.0847.